Dataset: NCI-60 drug combinations with 297,098 pairs across 59 cell lines. Task: Regression. Given two drug SMILES strings and cell line genomic features, predict the synergy score measuring deviation from expected non-interaction effect. (1) Drug 1: CC1=C(C(CCC1)(C)C)C=CC(=CC=CC(=CC(=O)O)C)C. Drug 2: C1=CC=C(C(=C1)C(C2=CC=C(C=C2)Cl)C(Cl)Cl)Cl. Cell line: SF-295. Synergy scores: CSS=0.560, Synergy_ZIP=1.67, Synergy_Bliss=4.20, Synergy_Loewe=3.17, Synergy_HSA=1.19. (2) Drug 1: C1CCC(CC1)NC(=O)N(CCCl)N=O. Drug 2: C1=C(C(=O)NC(=O)N1)F. Cell line: 786-0. Synergy scores: CSS=33.9, Synergy_ZIP=2.54, Synergy_Bliss=1.28, Synergy_Loewe=4.91, Synergy_HSA=6.99.